Dataset: M1 muscarinic receptor antagonist screen with 61,756 compounds. Task: Binary Classification. Given a drug SMILES string, predict its activity (active/inactive) in a high-throughput screening assay against a specified biological target. (1) The molecule is O=C(N1CCN(CC1)c1nc(c2c(CCCC2)c1C#N)c1ccccc1)C(C)C. The result is 0 (inactive). (2) The compound is O(c1c(Nc2nc(nc(n2)N)CN2CCC(CC2)Cc2ccccc2)cccc1)C. The result is 1 (active). (3) The drug is S(=O)(=O)(N1CCN(CC1)C)c1cc(ccc1)C(=O)Nc1sc(c(c1)C)C(OCC)=O. The result is 0 (inactive). (4) The compound is s1c(NC(=O)CCCC(O)=O)c(c(c1C)C)C#N. The result is 0 (inactive). (5) The compound is o1c(NC2CC2)c(nc1c1ccc(OCC)cc1)C#N. The result is 0 (inactive). (6) The compound is O1C(=NCC1)c1ccc(OCCO)cc1. The result is 0 (inactive).